This data is from Forward reaction prediction with 1.9M reactions from USPTO patents (1976-2016). The task is: Predict the product of the given reaction. Given the reactants [CH3:1][O:2][C:3]1[CH:4]=[C:5]2[C:10](=[CH:11][C:12]=1[O:13][CH3:14])[N:9]=[CH:8][CH:7]=[C:6]2[O:15][C:16]1[CH:22]=[CH:21][C:19]([NH2:20])=[CH:18][CH:17]=1.Cl[C:24](Cl)([O:26][C:27](=[O:33])OC(Cl)(Cl)Cl)Cl.[CH:35]1(O)[CH2:41][CH2:40]C[CH2:38][CH2:37][CH2:36]1.C(=O)(O)[O-].[Na+], predict the reaction product. The product is: [CH3:1][O:2][C:3]1[CH:4]=[C:5]2[C:10](=[CH:11][C:12]=1[O:13][CH3:14])[N:9]=[CH:8][CH:7]=[C:6]2[O:15][C:16]1[CH:22]=[CH:21][C:19]([NH:20][C:27](=[O:33])[O:26][CH:24]2[CH2:38][CH2:37][CH2:36][CH2:35][CH2:41][CH2:40]2)=[CH:18][CH:17]=1.